This data is from Full USPTO retrosynthesis dataset with 1.9M reactions from patents (1976-2016). The task is: Predict the reactants needed to synthesize the given product. (1) Given the product [Cl:1][C:2]1[C:7]([CH2:8][Cl:12])=[CH:6][CH:5]=[CH:4][N:3]=1, predict the reactants needed to synthesize it. The reactants are: [Cl:1][C:2]1[C:7]([CH2:8]O)=[CH:6][CH:5]=[CH:4][N:3]=1.S(Cl)([Cl:12])=O. (2) Given the product [S:22]([O:12][CH2:11][CH2:10][C@@H:9]([NH:8][C:6]([O:5][C:1]([CH3:4])([CH3:3])[CH3:2])=[O:7])[CH3:13])(=[O:24])(=[O:23])[CH3:21], predict the reactants needed to synthesize it. The reactants are: [C:1]([O:5][C:6]([NH:8][C@@H:9]([CH3:13])[CH2:10][CH2:11][OH:12])=[O:7])([CH3:4])([CH3:3])[CH3:2].C(N(CC)CC)C.[CH3:21][S:22](Cl)(=[O:24])=[O:23].